Predict the reactants needed to synthesize the given product. From a dataset of Full USPTO retrosynthesis dataset with 1.9M reactions from patents (1976-2016). (1) Given the product [Cl:16][C:17]1[CH:18]=[C:19]2[C:23](=[CH:24][CH:25]=1)[NH:22][CH:21]=[C:20]2[CH2:26][N:2]1[C:28]([C:30]2[N:34]([CH3:35])[CH:33]=[C:32]([C:36]([OH:38])=[O:37])[CH:31]=2)=[C:4]2[C:3]([N:8]([CH2:9][CH:10]([CH3:11])[CH3:12])[C:7](=[O:13])[N:6]([CH3:14])[C:5]2=[O:15])=[N:1]1, predict the reactants needed to synthesize it. The reactants are: [NH:1]([C:3]1[N:8]([CH2:9][CH:10]([CH3:12])[CH3:11])[C:7](=[O:13])[N:6]([CH3:14])[C:5](=[O:15])[CH:4]=1)[NH2:2].[Cl:16][C:17]1[CH:18]=[C:19]2[C:23](=[CH:24][CH:25]=1)[NH:22][CH:21]=[C:20]2[CH:26]=O.[CH:28]([C:30]1[N:34]([CH3:35])[CH:33]=[C:32]([C:36]([OH:38])=[O:37])[CH:31]=1)=O. (2) Given the product [CH2:1]([N:8]([C:21]1[C:26]([Cl:27])=[CH:25][C:24]([C:28]([F:29])([F:31])[F:30])=[CH:23][N:22]=1)[S:9]([C:12]1[CH:20]=[CH:19][C:15]([C:16]([NH:35][CH2:34][CH2:32][OH:33])=[O:18])=[CH:14][CH:13]=1)(=[O:10])=[O:11])[C:2]1[CH:7]=[CH:6][CH:5]=[CH:4][CH:3]=1, predict the reactants needed to synthesize it. The reactants are: [CH2:1]([N:8]([C:21]1[C:26]([Cl:27])=[CH:25][C:24]([C:28]([F:31])([F:30])[F:29])=[CH:23][N:22]=1)[S:9]([C:12]1[CH:20]=[CH:19][C:15]([C:16]([OH:18])=O)=[CH:14][CH:13]=1)(=[O:11])=[O:10])[C:2]1[CH:7]=[CH:6][CH:5]=[CH:4][CH:3]=1.[CH2:32]([CH2:34][NH2:35])[OH:33]. (3) Given the product [C:1]([O:5][C:6]([N:8]1[CH2:12][CH2:11][CH2:10][C@H:9]1[C:13]([N:15]1[CH2:20][CH2:19][CH:18]([CH2:21][C:22]2[CH:23]=[CH:24][CH:25]=[CH:26][CH:27]=2)[CH2:17][CH2:16]1)=[O:14])=[O:7])([CH3:4])([CH3:2])[CH3:3], predict the reactants needed to synthesize it. The reactants are: [C:1]([O:5][C:6]([N:8]1[CH2:12][CH2:11][CH2:10][CH:9]1[C:13]([N:15]1[CH2:20][CH2:19][CH:18]([CH2:21][C:22]2[CH:27]=[CH:26][CH:25]=[CH:24][CH:23]=2)[CH2:17][CH2:16]1)=[O:14])=[O:7])([CH3:4])([CH3:3])[CH3:2].Cl.C(C1CCN(C([C@H]2CCCN2)=O)CC1)C1C=CC=CC=1. (4) Given the product [Br:29][C:10]1[C:9]2[C:4](=[C:5]([C:20]3[C:25]([CH3:26])=[CH:24][C:23]([CH3:27])=[CH:22][C:21]=3[CH3:28])[CH:6]=[CH:7][CH:8]=2)[N:3]=[C:2]([CH3:1])[CH:11]=1, predict the reactants needed to synthesize it. The reactants are: [CH3:1][C:2]1[CH:11]=[C:10](OS(C(F)(F)F)(=O)=O)[C:9]2[C:4](=[C:5]([C:20]3[C:25]([CH3:26])=[CH:24][C:23]([CH3:27])=[CH:22][C:21]=3[CH3:28])[CH:6]=[CH:7][CH:8]=2)[N:3]=1.[Br-:29].[K+]. (5) Given the product [C:8]1([C:14]2[CH:15]=[C:16]([C:20]([NH:22][C:23]3[CH:35]=[C:34]([C:36]4[CH:40]=[CH:39][S:38][CH:37]=4)[CH:33]=[CH:32][C:24]=3[C:25]([OH:27])=[O:26])=[O:21])[CH:17]=[N:18][CH:19]=2)[CH:9]=[CH:10][CH:11]=[CH:12][CH:13]=1, predict the reactants needed to synthesize it. The reactants are: FC(F)(F)C(O)=O.[C:8]1([C:14]2[CH:15]=[C:16]([C:20]([NH:22][C:23]3[CH:35]=[C:34]([C:36]4[CH:40]=[CH:39][S:38][CH:37]=4)[CH:33]=[CH:32][C:24]=3[C:25]([O:27]C(C)(C)C)=[O:26])=[O:21])[CH:17]=[N:18][CH:19]=2)[CH:13]=[CH:12][CH:11]=[CH:10][CH:9]=1. (6) Given the product [CH2:18]([C:9]1([CH2:14][CH2:15][CH2:16][CH3:17])[NH:8][CH:7]([C:22]2[CH:27]=[CH:26][CH:25]=[CH:24][CH:23]=2)[C:6]2[CH:28]=[C:29]([O:30][CH3:31])[C:3]([CH2:2][P:32](=[O:39])([O:36][CH2:37][CH3:38])[O:33][CH2:34][CH3:35])=[CH:4][C:5]=2[S:11](=[O:12])(=[O:13])[CH2:10]1)[CH2:19][CH2:20][CH3:21], predict the reactants needed to synthesize it. The reactants are: Br[CH2:2][C:3]1[C:29]([O:30][CH3:31])=[CH:28][C:6]2[CH:7]([C:22]3[CH:27]=[CH:26][CH:25]=[CH:24][CH:23]=3)[NH:8][C:9]([CH2:18][CH2:19][CH2:20][CH3:21])([CH2:14][CH2:15][CH2:16][CH3:17])[CH2:10][S:11](=[O:13])(=[O:12])[C:5]=2[CH:4]=1.[P:32]([O:39]CC)([O:36][CH2:37][CH3:38])[O:33][CH2:34][CH3:35].CCOC(C)=O. (7) The reactants are: [C:1]([C:3]1[CH:8]=[CH:7][C:6]([OH:9])=[C:5]([F:10])[CH:4]=1)#[N:2].Br[CH2:12][CH2:13][CH2:14][OH:15].C(=O)([O-])[O-].[K+].[K+]. Given the product [F:10][C:5]1[CH:4]=[C:3]([CH:8]=[CH:7][C:6]=1[O:9][CH2:12][CH2:13][CH2:14][OH:15])[C:1]#[N:2], predict the reactants needed to synthesize it. (8) Given the product [F:4][C:3]([F:6])([F:5])[CH:2]([C:7]1[CH:8]=[C:9]([Cl:15])[C:10]([Cl:14])=[C:11]([Cl:13])[CH:12]=1)/[CH:17]=[CH:16]/[C:18]1[CH:19]=[C:20]2[C:24](=[CH:25][CH:26]=1)[C:23](=[O:27])[CH2:22][CH2:21]2, predict the reactants needed to synthesize it. The reactants are: Br[CH:2]([C:7]1[CH:8]=[C:9]([Cl:15])[C:10]([Cl:14])=[C:11]([Cl:13])[CH:12]=1)[C:3]([F:6])([F:5])[F:4].[CH:16]([C:18]1[CH:19]=[C:20]2[C:24](=[CH:25][CH:26]=1)[C:23](=[O:27])[CH2:22][CH2:21]2)=[CH2:17].N1C=CC=CC=1C1C=CC=CN=1. (9) Given the product [CH3:14][C:12]1[C:11]([C:15]([F:16])([F:17])[F:18])=[CH:10][C:9]2[NH:19][C:20](=[O:36])[CH2:21][C:22]([C:23]3[CH:28]=[CH:27][CH:26]=[C:25]([C:29]4[CH:34]=[CH:33][N:32]=[N:31][CH:30]=4)[CH:24]=3)=[N:7][C:8]=2[CH:13]=1, predict the reactants needed to synthesize it. The reactants are: C(OC(=O)[NH:7][C:8]1[CH:13]=[C:12]([CH3:14])[C:11]([C:15]([F:18])([F:17])[F:16])=[CH:10][C:9]=1[NH:19][C:20](=[O:36])[CH2:21][C:22](=O)[C:23]1[CH:28]=[CH:27][CH:26]=[C:25]([C:29]2[CH:34]=[CH:33][N:32]=[N:31][CH:30]=2)[CH:24]=1)(C)(C)C.C(O)(C(F)(F)F)=O. (10) Given the product [Cl:28][C:26]1[CH:25]=[CH:24][C:23]([F:29])=[C:22]([C:14]2[N:13]=[C:12]([NH:11][C:10]3[C:5]([C:4]([OH:30])=[O:3])=[CH:6][N:7]=[CH:8][CH:9]=3)[C:21]3[CH2:20][CH2:19][CH2:18][CH2:17][C:16]=3[N:15]=2)[CH:27]=1, predict the reactants needed to synthesize it. The reactants are: C([O:3][C:4](=[O:30])[C:5]1[C:10]([NH:11][C:12]2[C:21]3[CH2:20][CH2:19][CH2:18][CH2:17][C:16]=3[N:15]=[C:14]([C:22]3[CH:27]=[C:26]([Cl:28])[CH:25]=[CH:24][C:23]=3[F:29])[N:13]=2)=[CH:9][CH:8]=[N:7][CH:6]=1)C.[OH-].[Na+].